This data is from Retrosynthesis with 50K atom-mapped reactions and 10 reaction types from USPTO. The task is: Predict the reactants needed to synthesize the given product. (1) Given the product CN1CCN(Cc2cccc(NC(=O)OC(C)(C)C)n2)CC1, predict the reactants needed to synthesize it. The reactants are: CC(C)(C)OC(=O)Nc1cccc(COS(C)(=O)=O)n1.CN1CCNCC1. (2) Given the product COc1nc(C)ccc1CO, predict the reactants needed to synthesize it. The reactants are: COC(=O)c1ccc(C)nc1OC. (3) Given the product O=[N+]([O-])c1ccc(CBr)cc1, predict the reactants needed to synthesize it. The reactants are: BrC(Br)(Br)Br.O=[N+]([O-])c1ccc(CO)cc1. (4) Given the product Cc1cc(OCc2ccccn2)c2cccc(O)c2n1, predict the reactants needed to synthesize it. The reactants are: Cc1cc(Cl)c2cccc(O)c2n1.OCc1ccccn1. (5) Given the product COC(=O)C(N=[N+]=[N-])c1ccccc1I, predict the reactants needed to synthesize it. The reactants are: COC(=O)C(Br)c1ccccc1I.[N-]=[N+]=[N-]. (6) Given the product COC(=O)/C(C)=C(/CBr)C(=O)OC, predict the reactants needed to synthesize it. The reactants are: COC(=O)/C(C)=C(/C)C(=O)OC.O=C1CCC(=O)N1Br.